From a dataset of Forward reaction prediction with 1.9M reactions from USPTO patents (1976-2016). Predict the product of the given reaction. (1) Given the reactants [CH3:1][O:2][C:3]1[C:4]2[NH:21][N:20]=[CH:19][C:5]=2[N:6]=[C:7]([N:9]2[CH:13]=[C:12]([C:14]([O:16][CH2:17][CH3:18])=[O:15])[CH:11]=[N:10]2)[N:8]=1.[Br:22]N1C(=O)CCC1=O, predict the reaction product. The product is: [Br:22][C:19]1[C:5]2[N:6]=[C:7]([N:9]3[CH:13]=[C:12]([C:14]([O:16][CH2:17][CH3:18])=[O:15])[CH:11]=[N:10]3)[N:8]=[C:3]([O:2][CH3:1])[C:4]=2[NH:21][N:20]=1. (2) Given the reactants [NH2:1][N:2]1[N:11]=[C:10]([CH2:12][C:13]2[CH:18]=[CH:17][CH:16]=[CH:15][CH:14]=2)[C:9]2[C:4](=[CH:5][CH:6]=[CH:7][CH:8]=2)[C:3]1=[O:19].[F:20][C:21]1[CH:22]=[C:23]([CH2:28][C:29](O)=[O:30])[CH:24]=[C:25]([F:27])[CH:26]=1, predict the reaction product. The product is: [CH2:12]([C:10]1[C:9]2[C:4](=[CH:5][CH:6]=[CH:7][CH:8]=2)[C:3](=[O:19])[N:2]([NH:1][C:29](=[O:30])[CH2:28][C:23]2[CH:22]=[C:21]([F:20])[CH:26]=[C:25]([F:27])[CH:24]=2)[N:11]=1)[C:13]1[CH:14]=[CH:15][CH:16]=[CH:17][CH:18]=1.